Binary Classification. Given a drug SMILES string, predict its activity (active/inactive) in a high-throughput screening assay against a specified biological target. From a dataset of HIV replication inhibition screening data with 41,000+ compounds from the AIDS Antiviral Screen. (1) The drug is N#CC1N(C(=O)c2ccc(F)cc2)c2ccccc2N1C(=O)c1ccc(F)cc1. The result is 0 (inactive). (2) The drug is CCCCNC(=O)Cn1c2ccc(Br)cc2c2nc3ccccc3nc21. The result is 0 (inactive). (3) The result is 0 (inactive). The compound is COC(=O)C(=NNC(=O)c1ccccc1O)C(C#N)c1ccc(Cl)cc1. (4) The result is 0 (inactive). The drug is COc1ccc(C=C2Oc3cc(OC(C)=O)ccc3C2=O)cc1. (5) The drug is CCOP(=S)(OCC)Oc1ccc2c(c1)OC(=O)C1(Cl)C2(C)C2(Cl)C(=O)Oc3cc(OP(=S)(OCC)OCC)ccc3C12C. The result is 0 (inactive). (6) The molecule is O=C(CO)CC(=O)C(=O)Nc1cccc(C(F)(F)F)c1. The result is 0 (inactive). (7) The molecule is CN(C)c1ccc(C=CC(=O)C(C)(C)C)cc1. The result is 0 (inactive).